Task: Binary Classification. Given a T-cell receptor sequence (or CDR3 region) and an epitope sequence, predict whether binding occurs between them.. Dataset: TCR-epitope binding with 47,182 pairs between 192 epitopes and 23,139 TCRs (1) The epitope is AVFDRKSDAK. The TCR CDR3 sequence is CASSYSNWPNTGELFF. Result: 0 (the TCR does not bind to the epitope). (2) The epitope is TLIGDCATV. The TCR CDR3 sequence is CASRVSGGTYEQYF. Result: 1 (the TCR binds to the epitope).